From a dataset of Experimental lipophilicity measurements (octanol/water distribution) for 4,200 compounds from AstraZeneca. Regression/Classification. Given a drug SMILES string, predict its absorption, distribution, metabolism, or excretion properties. Task type varies by dataset: regression for continuous measurements (e.g., permeability, clearance, half-life) or binary classification for categorical outcomes (e.g., BBB penetration, CYP inhibition). For this dataset (lipophilicity_astrazeneca), we predict Y. The compound is O=C(O)C(c1ccccc1)N1CCC(CN2CCC(Oc3ccc(Cl)c(Cl)c3)CC2)CC1. The Y is 2.17 logD.